Dataset: Cav3 T-type calcium channel HTS with 100,875 compounds. Task: Binary Classification. Given a drug SMILES string, predict its activity (active/inactive) in a high-throughput screening assay against a specified biological target. (1) The drug is s1cc(nc1C)c1c(=O)c2c(oc1C(OCC)=O)cc(cc2O)C. The result is 0 (inactive). (2) The compound is S(c1n(c(=O)c2c(n1)cccc2)C)CC(O)=O. The result is 0 (inactive). (3) The compound is o1c2c(C(N(C2=O)Cc2cccnc2)c2cc(OC)c(O)cc2)c(=O)c2c1c(cc(c2)C)C. The result is 0 (inactive). (4) The compound is P(=O)(NC(c1ccccc1)C#Cc1cc(ccc1)C(OC)=O)(c1ccccc1)c1ccccc1. The result is 0 (inactive). (5) The drug is S(=O)(=O)(Nc1c(OC)cccc1)c1c(NN\C=C2\c3c(N=C2)cccc3)ccc([N+]([O-])=O)c1. The result is 0 (inactive). (6) The molecule is Clc1cc(CSCCNC(=O)COc2ccc(Cl)cc2)ccc1. The result is 1 (active). (7) The compound is O=C(Nc1c2c(nccc2)ccc1)CC12CC3CC(C1)CC(C2)C3. The result is 0 (inactive). (8) The compound is O1N=C(CC1Cn1nc(cc1C(=O)NCC1CC1)c1ccccc1)c1cc([N+]([O-])=O)ccc1. The result is 0 (inactive).